Task: Predict the product of the given reaction.. Dataset: Forward reaction prediction with 1.9M reactions from USPTO patents (1976-2016) (1) Given the reactants [C:1]([C:5]1[CH:6]=[C:7]([NH:11][C:12]([CH:14]2[CH2:23][CH2:22][C:21]3[C:16](=[CH:17][C:18]([O:24][C:25]4[CH:30]=[CH:29][N:28]=[C:27]([C:31]5[NH:32][CH:33]=[C:34]([CH2:36][OH:37])[N:35]=5)[CH:26]=4)=[CH:19][CH:20]=3)[CH2:15]2)=[O:13])[CH:8]=[CH:9][CH:10]=1)([CH3:4])([CH3:3])[CH3:2].CC(OI1(OC(C)=O)(OC(C)=O)OC(=O)C2C=CC=CC1=2)=O.C([O-])(O)=O.[Na+].[O-]S([O-])=O.[Na+].[Na+], predict the reaction product. The product is: [C:1]([C:5]1[CH:6]=[C:7]([NH:11][C:12]([CH:14]2[CH2:23][CH2:22][C:21]3[C:16](=[CH:17][C:18]([O:24][C:25]4[CH:30]=[CH:29][N:28]=[C:27]([C:31]5[NH:32][CH:33]=[C:34]([CH:36]=[O:37])[N:35]=5)[CH:26]=4)=[CH:19][CH:20]=3)[CH2:15]2)=[O:13])[CH:8]=[CH:9][CH:10]=1)([CH3:4])([CH3:2])[CH3:3]. (2) Given the reactants [Cl:1][C:2]1[CH:7]=[C:6]([F:8])[CH:5]=[CH:4][C:3]=1[CH2:9][CH2:10][CH2:11][NH2:12].[CH:13]1([C:20]2[CH:29]=[CH:28][C:23]3[NH:24][C:25](=[O:27])[O:26][C:22]=3[CH:21]=2)[CH2:18][CH2:17][C:16](=O)[CH2:15][CH2:14]1, predict the reaction product. The product is: [Cl:1][C:2]1[CH:7]=[C:6]([F:8])[CH:5]=[CH:4][C:3]=1[CH2:9][CH2:10][CH2:11][NH:12][C@H:16]1[CH2:17][CH2:18][C@H:13]([C:20]2[CH:29]=[CH:28][C:23]3[NH:24][C:25](=[O:27])[O:26][C:22]=3[CH:21]=2)[CH2:14][CH2:15]1.